Predict the reaction yield, written as a fraction of the theoretical maximum amount of product (1.0 means a 100% yield; for example, 0.34 means a 34% yield). From a dataset of Reaction yield outcomes from USPTO patents with 853,638 reactions. (1) The reactants are [CH:1]([NH:4][CH2:5][C:6]1([C:12]2[CH:17]=[CH:16][C:15]([O:18][CH2:19][CH2:20][CH2:21][N:22]3[CH2:26][CH2:25][CH2:24][CH2:23]3)=[CH:14][CH:13]=2)[CH2:11][CH2:10][O:9][CH2:8][CH2:7]1)([CH3:3])[CH3:2].C=O.[CH:29](O)=O.O. The catalyst is C(OCC)(=O)C. The product is [CH:1]([N:4]([CH3:29])[CH2:5][C:6]1([C:12]2[CH:13]=[CH:14][C:15]([O:18][CH2:19][CH2:20][CH2:21][N:22]3[CH2:23][CH2:24][CH2:25][CH2:26]3)=[CH:16][CH:17]=2)[CH2:7][CH2:8][O:9][CH2:10][CH2:11]1)([CH3:3])[CH3:2]. The yield is 0.650. (2) The reactants are [CH2:1](Br)[CH:2]=[CH2:3].[CH3:5][O:6][C:7]1[CH:44]=[CH:43][C:10]([C:11]([O:26][CH2:27][C@@:28]23[CH2:41][O:40][C@@H:30]([C@H:31]([C:33]4[CH:38]=[CH:37][CH:36]=[CH:35][C:34]=4[OH:39])[O:32]2)[C@@H:29]3[OH:42])([C:20]2[CH:25]=[CH:24][CH:23]=[CH:22][CH:21]=2)[C:12]2[CH:17]=[CH:16][C:15]([O:18][CH3:19])=[CH:14][CH:13]=2)=[CH:9][CH:8]=1.C(=O)([O-])[O-].[K+].[K+]. The catalyst is CC(C)=O. The product is [CH2:1]([O:39][C:34]1[CH:35]=[CH:36][CH:37]=[CH:38][C:33]=1[C@@H:31]1[O:32][C@:28]2([CH2:27][O:26][C:11]([C:20]3[CH:25]=[CH:24][CH:23]=[CH:22][CH:21]=3)([C:10]3[CH:9]=[CH:8][C:7]([O:6][CH3:5])=[CH:44][CH:43]=3)[C:12]3[CH:17]=[CH:16][C:15]([O:18][CH3:19])=[CH:14][CH:13]=3)[C@@H:29]([OH:42])[C@H:30]1[O:40][CH2:41]2)[CH:2]=[CH2:3]. The yield is 0.870.